Task: Predict the product of the given reaction.. Dataset: Forward reaction prediction with 1.9M reactions from USPTO patents (1976-2016) (1) The product is: [CH2:20]([O:19][C:11]1[N:10]=[C:9]([NH2:8])[CH:14]=[CH:13][C:12]=1[C:15]([F:18])([F:16])[F:17])[CH3:21]. Given the reactants C([N:8](CC1C=CC=CC=1)[C:9]1[CH:14]=[CH:13][C:12]([C:15]([F:18])([F:17])[F:16])=[C:11]([O:19][CH2:20][CH3:21])[N:10]=1)C1C=CC=CC=1, predict the reaction product. (2) Given the reactants C(#N)CC#N.[CH2:6]1[N:11]2[CH2:12][CH2:13][N:8]([CH2:9][CH2:10]2)[CH2:7]1.[Cl-:14].[Li+], predict the reaction product. The product is: [CH2:6]1[N:11]2[CH2:12][CH2:13][N:8]([CH2:9][CH2:10]2)[CH2:7]1.[ClH:14]. (3) Given the reactants C([O:5][C:6](=[O:29])[CH2:7][O:8][CH2:9][CH2:10][O:11][C:12]1[CH:17]=[CH:16][C:15]([C:18]2[CH:28]=[CH:27][C:21]([C:22]([O:24][CH2:25][CH3:26])=[O:23])=[CH:20][CH:19]=2)=[CH:14][CH:13]=1)(C)(C)C.FC(F)(F)C(O)=O, predict the reaction product. The product is: [CH2:25]([O:24][C:22]([C:21]1[CH:20]=[CH:19][C:18]([C:15]2[CH:16]=[CH:17][C:12]([O:11][CH2:10][CH2:9][O:8][CH2:7][C:6]([OH:29])=[O:5])=[CH:13][CH:14]=2)=[CH:28][CH:27]=1)=[O:23])[CH3:26]. (4) Given the reactants [Cl:1][C:2]1[CH:7]=[CH:6][C:5]([OH:8])=[CH:4][C:3]=1[CH2:9][N:10]1[CH:14]=[CH:13][C:12]([NH:15][C:16](=[O:25])[C:17]2[C:22]([F:23])=[CH:21][CH:20]=[CH:19][C:18]=2[F:24])=[N:11]1.CC(C)([O-])C.[K+].Br[CH2:33][CH2:34][CH2:35][CH3:36], predict the reaction product. The product is: [CH2:33]([O:8][C:5]1[CH:6]=[CH:7][C:2]([Cl:1])=[C:3]([CH2:9][N:10]2[CH:14]=[CH:13][C:12]([NH:15][C:16](=[O:25])[C:17]3[C:18]([F:24])=[CH:19][CH:20]=[CH:21][C:22]=3[F:23])=[N:11]2)[CH:4]=1)[CH2:34][CH2:35][CH3:36].